This data is from Forward reaction prediction with 1.9M reactions from USPTO patents (1976-2016). The task is: Predict the product of the given reaction. Given the reactants [CH2:1]([C@@H:8]1[CH2:13][N:12](CC2C=CC=CC=2)[CH2:11][CH2:10][N:9]1[C:21]([C:23]1[N:24]=[CH:25][N:26]([CH2:34][CH:35]2[CH2:40][CH2:39][CH2:38][CH2:37][N:36]2[CH2:41][CH2:42][CH:43]([C:45]2[O:46][C:47]([CH3:50])=[CH:48][CH:49]=2)[CH3:44])[C:27]=1[C:28]1[CH:33]=[CH:32][CH:31]=[CH:30][CH:29]=1)=[O:22])[C:2]1[CH:7]=[CH:6][CH:5]=[CH:4][CH:3]=1, predict the reaction product. The product is: [CH2:1]([C@@H:8]1[CH2:13][NH:12][CH2:11][CH2:10][N:9]1[C:21]([C:23]1[N:24]=[CH:25][N:26]([CH2:34][CH:35]2[CH2:40][CH2:39][CH2:38][CH2:37][N:36]2[CH2:41][CH2:42][CH:43]([CH:45]2[CH2:49][CH2:48][CH:47]([CH3:50])[O:46]2)[CH3:44])[C:27]=1[C:28]1[CH:33]=[CH:32][CH:31]=[CH:30][CH:29]=1)=[O:22])[C:2]1[CH:7]=[CH:6][CH:5]=[CH:4][CH:3]=1.